This data is from Full USPTO retrosynthesis dataset with 1.9M reactions from patents (1976-2016). The task is: Predict the reactants needed to synthesize the given product. (1) Given the product [CH3:34][O:33][C:28]1[CH:29]=[CH:30][CH:31]=[CH:32][C:27]=1[CH2:26][O:25][CH2:24][CH2:23][CH2:22][O:21][C:18]1[CH:19]=[CH:20][C:15]([CH:14]2[CH2:13][CH2:12][N:11]([C:35]([O:37][C:38]([CH3:41])([CH3:40])[CH3:39])=[O:36])[CH2:10][CH:9]2[O:8][CH2:7][C:6]2[CH:42]=[CH:43][CH:44]=[C:4]([C:2](=[O:3])[NH:49][CH2:48][CH2:47][O:46][CH3:45])[CH:5]=2)=[CH:16][CH:17]=1, predict the reactants needed to synthesize it. The reactants are: Cl[C:2]([C:4]1[CH:5]=[C:6]([CH:42]=[CH:43][CH:44]=1)[CH2:7][O:8][CH:9]1[CH:14]([C:15]2[CH:20]=[CH:19][C:18]([O:21][CH2:22][CH2:23][CH2:24][O:25][CH2:26][C:27]3[CH:32]=[CH:31][CH:30]=[CH:29][C:28]=3[O:33][CH3:34])=[CH:17][CH:16]=2)[CH2:13][CH2:12][N:11]([C:35]([O:37][C:38]([CH3:41])([CH3:40])[CH3:39])=[O:36])[CH2:10]1)=[O:3].[CH3:45][O:46][CH2:47][CH2:48][NH2:49]. (2) The reactants are: Cl.[Cl:2][C:3]1[CH:17]=[CH:16][C:6]([CH2:7][C:8]2([CH2:14][NH2:15])[CH2:13][CH2:12][NH:11][CH2:10][CH2:9]2)=[CH:5][CH:4]=1.Cl[C:19]1[C:20]2[CH:27]=[CH:26][NH:25][C:21]=2[N:22]=[CH:23][N:24]=1.C(N(CC)CC)C. Given the product [Cl:2][C:3]1[CH:17]=[CH:16][C:6]([CH2:7][C:8]2([CH2:14][NH2:15])[CH2:13][CH2:12][N:11]([C:19]3[C:20]4[CH:27]=[CH:26][NH:25][C:21]=4[N:22]=[CH:23][N:24]=3)[CH2:10][CH2:9]2)=[CH:5][CH:4]=1, predict the reactants needed to synthesize it. (3) Given the product [CH3:26][C:25]1[NH:27][C:2]2[CH2:8][CH2:7][CH2:6][C:5]3[CH:9]=[C:10]([N:13]4[CH2:17][C@H:16]([CH2:18][NH:19][C:20](=[O:22])[CH3:21])[O:15][C:14]4=[O:23])[CH:11]=[CH:12][C:4]=3[C:3]=2[N:28]=1, predict the reactants needed to synthesize it. The reactants are: Br[CH:2]1[CH2:8][CH2:7][CH2:6][C:5]2[CH:9]=[C:10]([N:13]3[CH2:17][C@H:16]([CH2:18][NH:19][C:20](=[O:22])[CH3:21])[O:15][C:14]3=[O:23])[CH:11]=[CH:12][C:4]=2[C:3]1=O.[C:25]([NH2:28])(=[NH:27])[CH3:26].